The task is: Predict which catalyst facilitates the given reaction.. This data is from Catalyst prediction with 721,799 reactions and 888 catalyst types from USPTO. (1) Reactant: C(=O)([O-])[O-].[K+].[K+].C([C@](C(O)=O)(O)[C@](C(=O)C1C=CC=CC=1)(O)C(O)=O)(=O)C1C=CC=CC=1.[CH3:33][C@@H:34]1[NH:39][CH2:38][C@@H:37]([C:40]([O:42][CH3:43])=[O:41])[CH2:36][CH2:35]1. Product: [CH3:33][C@@H:34]1[NH:39][CH2:38][C@@H:37]([C:40]([O:42][CH3:43])=[O:41])[CH2:36][CH2:35]1. The catalyst class is: 2. (2) Reactant: Cl[C:2]1[N:7]=[N:6][C:5]([C:8]2[N:12]([CH2:13][CH2:14][CH3:15])[C:11]3[CH:16]=[CH:17][CH:18]=[CH:19][C:10]=3[N:9]=2)=[CH:4][CH:3]=1.[NH2:20][C:21]1[CH:22]=[N:23][C:24]([CH3:27])=[CH:25][CH:26]=1.C1C=CC(P(C2C(C3C(P(C4C=CC=CC=4)C4C=CC=CC=4)=CC=C4C=3C=CC=C4)=C3C(C=CC=C3)=CC=2)C2C=CC=CC=2)=CC=1.C([O-])([O-])=O.[K+].[K+]. Product: [CH3:27][C:24]1[N:23]=[CH:22][C:21]([NH:20][C:2]2[N:7]=[N:6][C:5]([C:8]3[N:12]([CH2:13][CH2:14][CH3:15])[C:11]4[CH:16]=[CH:17][CH:18]=[CH:19][C:10]=4[N:9]=3)=[CH:4][CH:3]=2)=[CH:26][CH:25]=1. The catalyst class is: 222. (3) Reactant: [C:1]([C:4]1[CH:13]=[CH:12][C:11]([O:14][CH2:15][C:16]2[CH:21]=[CH:20][C:19]([O:22][CH3:23])=[CH:18][CH:17]=2)=[C:10]2[C:5]=1[CH:6]=[CH:7][C:8](=[O:24])[NH:9]2)(=[O:3])[CH3:2].[Br-:25].[Br-].[Br-].[NH+]1C=CC=CC=1.[NH+]1C=CC=CC=1.[NH+]1C=CC=CC=1. Product: [Br:25][CH2:2][C:1]([C:4]1[CH:13]=[CH:12][C:11]([O:14][CH2:15][C:16]2[CH:17]=[CH:18][C:19]([O:22][CH3:23])=[CH:20][CH:21]=2)=[C:10]2[C:5]=1[CH:6]=[CH:7][C:8](=[O:24])[NH:9]2)=[O:3]. The catalyst class is: 7. (4) The catalyst class is: 1. Reactant: [OH-].[Li+].[CH:3]1([C@H:9]([NH:14][C:15]([C:17]2[CH:22]=[CH:21][C:20]([C:23]3[CH:28]=[CH:27][C:26]([O:29][CH3:30])=[CH:25][CH:24]=3)=[CH:19][C:18]=2[NH:31][C:32]([NH:34][C:35]2[C:40]([CH3:41])=[CH:39][CH:38]=[CH:37][C:36]=2[CH3:42])=[O:33])=[O:16])[C:10]([O:12]C)=[O:11])[CH2:8][CH2:7][CH2:6][CH2:5][CH2:4]1.CO.O. Product: [CH:3]1([C@H:9]([NH:14][C:15]([C:17]2[CH:22]=[CH:21][C:20]([C:23]3[CH:28]=[CH:27][C:26]([O:29][CH3:30])=[CH:25][CH:24]=3)=[CH:19][C:18]=2[NH:31][C:32]([NH:34][C:35]2[C:40]([CH3:41])=[CH:39][CH:38]=[CH:37][C:36]=2[CH3:42])=[O:33])=[O:16])[C:10]([OH:12])=[O:11])[CH2:8][CH2:7][CH2:6][CH2:5][CH2:4]1.